Regression. Given a peptide amino acid sequence and an MHC pseudo amino acid sequence, predict their binding affinity value. This is MHC class I binding data. From a dataset of Peptide-MHC class I binding affinity with 185,985 pairs from IEDB/IMGT. (1) The peptide sequence is FPVKPQVPLR. The MHC is HLA-A33:01 with pseudo-sequence HLA-A33:01. The binding affinity (normalized) is 0.0651. (2) The peptide sequence is KIADFGLSRL. The MHC is HLA-A02:01 with pseudo-sequence HLA-A02:01. The binding affinity (normalized) is 0.405. (3) The peptide sequence is ASIDNYNKF. The MHC is Patr-A0701 with pseudo-sequence Patr-A0701. The binding affinity (normalized) is 0.364. (4) The peptide sequence is SLAAIANQAV. The MHC is HLA-A02:17 with pseudo-sequence HLA-A02:17. The binding affinity (normalized) is 0.556. (5) The peptide sequence is AFHQLVQVI. The MHC is HLA-A24:03 with pseudo-sequence HLA-A24:03. The binding affinity (normalized) is 0.909.